Dataset: Full USPTO retrosynthesis dataset with 1.9M reactions from patents (1976-2016). Task: Predict the reactants needed to synthesize the given product. (1) The reactants are: [F:1][C:2]([F:21])([F:20])[C:3]1[CH:8]=[CH:7][CH:6]=[CH:5][C:4]=1[C:9]1[C:14]2[CH2:15][CH:16]([CH2:18][NH2:19])[O:17][C:13]=2[CH:12]=[CH:11][CH:10]=1.C(N(C(C)C)CC)(C)C.Cl[C:32]([O:34][CH2:35][C:36]1[CH:41]=[CH:40][CH:39]=[CH:38][CH:37]=1)=[O:33].C1(C2C3OC(CNC(=O)OCC4C=CC=CC=4)CC=3C=CC=2)CCCC1. Given the product [CH2:35]([O:34][C:32](=[O:33])[NH:19][CH2:18][CH:16]1[CH2:15][C:14]2[C:9]([C:4]3[CH:5]=[CH:6][CH:7]=[CH:8][C:3]=3[C:2]([F:20])([F:1])[F:21])=[CH:10][CH:11]=[CH:12][C:13]=2[O:17]1)[C:36]1[CH:41]=[CH:40][CH:39]=[CH:38][CH:37]=1, predict the reactants needed to synthesize it. (2) Given the product [Br:1][C:2]1[CH:7]=[CH:6][CH:5]=[CH:4][C:3]=1[O:8][Si:18]([C:14]([CH3:17])([CH3:16])[CH3:15])([CH3:20])[CH3:19], predict the reactants needed to synthesize it. The reactants are: [Br:1][C:2]1[CH:7]=[CH:6][CH:5]=[CH:4][C:3]=1[OH:8].N1C=CN=C1.[C:14]([Si:18](Cl)([CH3:20])[CH3:19])([CH3:17])([CH3:16])[CH3:15].O. (3) Given the product [Br:1][C:2]1[CH:9]=[CH:8][C:5]([CH2:6][N:14]2[CH2:13][CH2:12][N:11]([C:17]([O:19][C:20]([CH3:23])([CH3:22])[CH3:21])=[O:18])[CH2:16][CH2:15]2)=[C:4]([CH3:10])[CH:3]=1, predict the reactants needed to synthesize it. The reactants are: [Br:1][C:2]1[CH:9]=[CH:8][C:5]([CH:6]=O)=[C:4]([CH3:10])[CH:3]=1.[N:11]1([C:17]([O:19][C:20]([CH3:23])([CH3:22])[CH3:21])=[O:18])[CH2:16][CH2:15][NH:14][CH2:13][CH2:12]1.C(N(CC)CC)C.C(O[BH-](OC(=O)C)OC(=O)C)(=O)C.[Na+]. (4) Given the product [CH3:3][C:4]([CH3:8])=[CH:5][CH2:6][N:9]1[CH:13]=[CH:12][N:11]=[CH:10]1, predict the reactants needed to synthesize it. The reactants are: [H-].[Na+].[CH3:3][C:4]([CH3:8])=[CH:5][CH2:6]Br.[NH:9]1[CH:13]=[CH:12][N:11]=[CH:10]1. (5) Given the product [CH2:17]([O:21][C:22]1[CH:27]=[C:26]([C:2]2[N:3]=[C:4]3[C:10]([C:11](=[O:16])[C:12]([CH3:15])([CH3:14])[CH3:13])=[CH:9][NH:8][C:5]3=[N:6][CH:7]=2)[CH:25]=[CH:24][CH:23]=1)[CH:18]([CH3:20])[CH3:19], predict the reactants needed to synthesize it. The reactants are: Br[C:2]1[N:3]=[C:4]2[C:10]([C:11](=[O:16])[C:12]([CH3:15])([CH3:14])[CH3:13])=[CH:9][NH:8][C:5]2=[N:6][CH:7]=1.[CH2:17]([O:21][C:22]1[CH:23]=[C:24](B(O)O)[CH:25]=[CH:26][CH:27]=1)[CH:18]([CH3:20])[CH3:19]. (6) Given the product [CH3:16][C:11]1[C:12](=[O:15])[CH2:13][CH2:14][C:10]=1[NH:9][C:5]1[CH:6]=[CH:7][CH:8]=[C:3]([C:1]2[N:19]=[N:18][N:17]([C:20]3[CH:25]=[CH:24][CH:23]=[CH:22][CH:21]=3)[CH:2]=2)[CH:4]=1, predict the reactants needed to synthesize it. The reactants are: [C:1]([C:3]1[CH:4]=[C:5]([NH:9][C:10]2[CH2:14][CH2:13][C:12](=[O:15])[C:11]=2[CH3:16])[CH:6]=[CH:7][CH:8]=1)#[CH:2].[N:17]([C:20]1[CH:25]=[CH:24][CH:23]=[CH:22][CH:21]=1)=[N+:18]=[N-:19].O=C1O[C@H]([C@H](CO)O)C([O-])=C1O.[Na+].